From a dataset of NCI-60 drug combinations with 297,098 pairs across 59 cell lines. Regression. Given two drug SMILES strings and cell line genomic features, predict the synergy score measuring deviation from expected non-interaction effect. (1) Drug 1: CN(C)C1=NC(=NC(=N1)N(C)C)N(C)C. Drug 2: CC1=C2C(C(=O)C3(C(CC4C(C3C(C(C2(C)C)(CC1OC(=O)C(C(C5=CC=CC=C5)NC(=O)OC(C)(C)C)O)O)OC(=O)C6=CC=CC=C6)(CO4)OC(=O)C)O)C)O. Cell line: SF-268. Synergy scores: CSS=17.8, Synergy_ZIP=-1.15, Synergy_Bliss=3.74, Synergy_Loewe=-16.5, Synergy_HSA=-0.964. (2) Drug 1: CC1C(C(CC(O1)OC2CC(OC(C2O)C)OC3=CC4=CC5=C(C(=O)C(C(C5)C(C(=O)C(C(C)O)O)OC)OC6CC(C(C(O6)C)O)OC7CC(C(C(O7)C)O)OC8CC(C(C(O8)C)O)(C)O)C(=C4C(=C3C)O)O)O)O. Drug 2: CN1C2=C(C=C(C=C2)N(CCCl)CCCl)N=C1CCCC(=O)O.Cl. Cell line: HOP-62. Synergy scores: CSS=42.1, Synergy_ZIP=0.924, Synergy_Bliss=-1.56, Synergy_Loewe=-53.3, Synergy_HSA=-5.84. (3) Drug 1: C1CCC(C(C1)N)N.C(=O)(C(=O)[O-])[O-].[Pt+4]. Drug 2: CC1C(C(CC(O1)OC2CC(CC3=C2C(=C4C(=C3O)C(=O)C5=C(C4=O)C(=CC=C5)OC)O)(C(=O)CO)O)N)O.Cl. Cell line: OVCAR3. Synergy scores: CSS=38.6, Synergy_ZIP=-1.32, Synergy_Bliss=1.21, Synergy_Loewe=-3.68, Synergy_HSA=1.64. (4) Drug 1: COC1=CC(=CC(=C1O)OC)C2C3C(COC3=O)C(C4=CC5=C(C=C24)OCO5)OC6C(C(C7C(O6)COC(O7)C8=CC=CS8)O)O. Drug 2: CN(CC1=CN=C2C(=N1)C(=NC(=N2)N)N)C3=CC=C(C=C3)C(=O)NC(CCC(=O)O)C(=O)O. Cell line: HCT-15. Synergy scores: CSS=64.8, Synergy_ZIP=-3.16, Synergy_Bliss=-4.08, Synergy_Loewe=-3.59, Synergy_HSA=-0.191. (5) Drug 1: CC1=C(C(=CC=C1)Cl)NC(=O)C2=CN=C(S2)NC3=CC(=NC(=N3)C)N4CCN(CC4)CCO. Drug 2: C1CN(CCN1C(=O)CCBr)C(=O)CCBr. Cell line: SK-OV-3. Synergy scores: CSS=16.7, Synergy_ZIP=-4.29, Synergy_Bliss=-5.93, Synergy_Loewe=-12.5, Synergy_HSA=-4.54. (6) Drug 1: CN1C(=O)N2C=NC(=C2N=N1)C(=O)N. Drug 2: C1C(C(OC1N2C=NC(=NC2=O)N)CO)O. Cell line: IGROV1. Synergy scores: CSS=1.65, Synergy_ZIP=-0.941, Synergy_Bliss=-0.787, Synergy_Loewe=-1.52, Synergy_HSA=-1.49.